Dataset: Reaction yield outcomes from USPTO patents with 853,638 reactions. Task: Predict the reaction yield, written as a fraction of the theoretical maximum amount of product (1.0 means a 100% yield; for example, 0.34 means a 34% yield). (1) The reactants are [CH2:1]([P:3]([CH2:6][CH2:7][OH:8])(=[O:5])[OH:4])[CH3:2].[CH2:9](O)[CH2:10][CH2:11][CH3:12].O. The catalyst is C1(C)C=CC=CC=1. The product is [CH2:1]([P:3]([CH2:6][CH2:7][OH:8])(=[O:4])[O:5][CH2:9][CH2:10][CH2:11][CH3:12])[CH3:2]. The yield is 0.860. (2) The reactants are Br[CH2:2][C:3]1[S:7][CH:6]=[N:5][CH:4]=1.[CH3:8][C:9]1[N:14]=[C:13]([SH:15])[N:12]=[C:11]([OH:16])[CH:10]=1.C(N(CC)CC)C. The catalyst is C(O)C. The product is [CH3:8][C:9]1[N:14]=[C:13]([S:15][CH2:2][C:3]2[S:7][CH:6]=[N:5][CH:4]=2)[N:12]=[C:11]([OH:16])[CH:10]=1. The yield is 0.0400. (3) The reactants are [F:1][C:2]([F:10])([F:9])[CH:3]([OH:8])[C:4]([F:7])([F:6])[F:5].Cl[C:12](Cl)([O:14]C(=O)OC(Cl)(Cl)Cl)Cl.C(N(CC)C(C)C)(C)C.[Cl:32][C:33]1[CH:34]=[CH:35][C:36]([N:46]2[CH2:50][CH2:49][CH2:48][CH2:47]2)=[C:37]([CH2:39][N:40]2[CH2:45][CH2:44][NH:43][CH2:42][CH2:41]2)[CH:38]=1. The catalyst is O.ClCCl. The product is [Cl:32][C:33]1[CH:34]=[CH:35][C:36]([N:46]2[CH2:50][CH2:49][CH2:48][CH2:47]2)=[C:37]([CH2:39][N:40]2[CH2:41][CH2:42][N:43]([C:12]([O:8][CH:3]([C:4]([F:7])([F:6])[F:5])[C:2]([F:10])([F:9])[F:1])=[O:14])[CH2:44][CH2:45]2)[CH:38]=1. The yield is 0.140. (4) The reactants are Cl[C:2]1[C:11](Cl)=[N:10][C:9]2[C:4](=[CH:5][CH:6]=[CH:7][CH:8]=2)[N:3]=1.C([N:15](CC)CC)C.[NH2:20][CH:21]([CH2:24][CH:25]([CH3:27])[CH3:26])[CH2:22]O. The catalyst is O1CCOCC1.C(OCC)(=O)C. The product is [CH2:24]([C:21]1[N:20]=[C:2]2[C:11]([NH2:15])=[N:10][C:9]3[C:4](=[CH:5][CH:6]=[CH:7][CH:8]=3)[N:3]2[CH:22]=1)[CH:25]([CH3:27])[CH3:26]. The yield is 0.690. (5) The reactants are C1(S([N:10]2[C:14]3[CH:15]=[N:16][C:17]([C:30]#[N:31])=[C:18]([O:19][CH:20]4[CH2:25][CH2:24][N:23]([CH2:26][CH:27]([F:29])[F:28])[CH2:22][CH2:21]4)[C:13]=3[C:12]3[CH:32]=[CH:33][CH:34]=[N:35][C:11]2=3)(=O)=O)C=CC=CC=1.C(=O)([O-])[O-].[K+].[K+]. The catalyst is CO. The product is [F:29][CH:27]([F:28])[CH2:26][N:23]1[CH2:22][CH2:21][CH:20]([O:19][C:18]2[C:13]3[C:12]4[CH:32]=[CH:33][CH:34]=[N:35][C:11]=4[NH:10][C:14]=3[CH:15]=[N:16][C:17]=2[C:30]#[N:31])[CH2:25][CH2:24]1. The yield is 0.730. (6) The reactants are [NH2:1][C:2]1[CH:3]=[C:4]2[C:8](=[CH:9][CH:10]=1)[NH:7][C:6]([CH3:11])=[CH:5]2.[C:12]([O:16][C:17](O[C:17]([O:16][C:12]([CH3:15])([CH3:14])[CH3:13])=[O:18])=[O:18])([CH3:15])([CH3:14])[CH3:13]. The catalyst is CC#N. The product is [C:17]([NH:1][C:2]1[CH:3]=[C:4]2[C:8](=[CH:9][CH:10]=1)[NH:7][C:6]([CH3:11])=[CH:5]2)([O:16][C:12]([CH3:15])([CH3:14])[CH3:13])=[O:18]. The yield is 0.910. (7) The reactants are [NH2:1][C:2]1[CH:7]=[CH:6][C:5]([F:8])=[CH:4][C:3]=1[NH:9][C:10]1[N:18]=[C:17]2[C:13]([NH:14][C:15](=[O:30])[N:16]2[C@H:19]2[C:28]3[C:23](=[C:24]([F:29])[CH:25]=[CH:26][CH:27]=3)[O:22][CH2:21][CH2:20]2)=[C:12]([Cl:31])[N:11]=1.[CH3:32]OC(OC)OC.CS(O)(=O)=O. The catalyst is CO. The product is [Cl:31][C:12]1[N:11]=[C:10]([N:9]2[C:3]3[CH:4]=[C:5]([F:8])[CH:6]=[CH:7][C:2]=3[N:1]=[CH:32]2)[N:18]=[C:17]2[C:13]=1[NH:14][C:15](=[O:30])[N:16]2[C@H:19]1[C:28]2[C:23](=[C:24]([F:29])[CH:25]=[CH:26][CH:27]=2)[O:22][CH2:21][CH2:20]1. The yield is 0.620. (8) The reactants are [CH3:1][O:2][C:3]1[CH:4]=[C:5]2[C:9](=[CH:10][CH:11]=1)[NH:8][C:7]([CH3:12])=[CH:6]2.[H-].[Na+].Br[CH2:16][CH2:17][C:18]([O:20]CC)=[O:19]. The catalyst is CN(C)C=O. The product is [CH3:1][O:2][C:3]1[CH:4]=[C:5]2[C:9](=[CH:10][CH:11]=1)[NH:8][C:7]([CH3:12])=[C:6]2[CH2:16][CH2:17][C:18]([OH:20])=[O:19]. The yield is 0.770. (9) The catalyst is C(#N)C.C(O)(=O)C.O. The yield is 0.550. The product is [CH3:29][C:27]1[N:28]=[C:24]([NH:23][C:19]([NH:20][S:7]([C:3]2[CH:4]=[CH:5][CH:6]=[C:1]([CH3:11])[CH:2]=2)(=[O:9])=[O:8])=[O:18])[S:25][C:26]=1[CH3:30]. The reactants are [C:1]1([CH3:11])[CH:6]=[CH:5][CH:4]=[C:3]([S:7](Cl)(=[O:9])=[O:8])[CH:2]=1.N1C=CC=CC=1.[O-:18][C:19]#[N:20].[Na+].Cl.[NH2:23][C:24]1[S:25][C:26]([CH3:30])=[C:27]([CH3:29])[N:28]=1.